This data is from Reaction yield outcomes from USPTO patents with 853,638 reactions. The task is: Predict the reaction yield, written as a fraction of the theoretical maximum amount of product (1.0 means a 100% yield; for example, 0.34 means a 34% yield). The reactants are [Cl:1][C:2]1[CH:10]=[C:9]2[C:5]([C:6]([CH:11]=[O:12])=[CH:7][NH:8]2)=[CH:4][C:3]=1[C:13]1[CH:18]=[CH:17][C:16]([O:19][CH2:20][CH2:21][OH:22])=[C:15]([F:23])[CH:14]=1.Cl([O-])=[O:25].[Na+].CC(=CC)C.P([O-])(O)(O)=O.[Na+]. The catalyst is O.C(O)(C)(C)C. The product is [Cl:1][C:2]1[CH:10]=[C:9]2[C:5]([C:6]([C:11]([OH:25])=[O:12])=[CH:7][NH:8]2)=[CH:4][C:3]=1[C:13]1[CH:18]=[CH:17][C:16]([O:19][CH2:20][CH2:21][OH:22])=[C:15]([F:23])[CH:14]=1. The yield is 0.490.